Dataset: Forward reaction prediction with 1.9M reactions from USPTO patents (1976-2016). Task: Predict the product of the given reaction. The product is: [CH:23]([C:10]1[CH:11]=[CH:12][C:13]([OH:15])=[CH:14][C:9]=1[OH:8])([CH3:25])[CH3:24]. Given the reactants C([O:8][C:9]1[CH:14]=[C:13]([O:15]CC2C=CC=CC=2)[CH:12]=[CH:11][C:10]=1[C:23]([CH3:25])=[CH2:24])C1C=CC=CC=1.O.[H][H], predict the reaction product.